This data is from Forward reaction prediction with 1.9M reactions from USPTO patents (1976-2016). The task is: Predict the product of the given reaction. (1) Given the reactants N[C:2]1[N:6]([CH2:7][C:8]([OH:11])([CH3:10])[CH3:9])[C:5]([CH2:12][CH2:13][CH2:14][CH3:15])=[N:4][C:3]=1[C:16]#[N:17].C(I)[I:19].C(ON=O)CC(C)C, predict the reaction product. The product is: [CH2:12]([C:5]1[N:6]([CH2:7][C:8]([OH:11])([CH3:10])[CH3:9])[C:2]([I:19])=[C:3]([C:16]#[N:17])[N:4]=1)[CH2:13][CH2:14][CH3:15]. (2) Given the reactants [CH3:1][O:2][C:3]1[CH:24]=[CH:23][C:6]([CH2:7][N:8]2[C:13]3[S:14][C:15]([CH:17]=O)=[CH:16][C:12]=3[C:11]3=[CH:19][CH:20]=[N:21][N:10]3[C:9]2=[O:22])=[CH:5][CH:4]=1.[NH:25]1[CH2:30][CH2:29][O:28][CH2:27][CH2:26]1.C([BH3-])#N.[Na+].C(=O)(O)[O-].[Na+], predict the reaction product. The product is: [CH3:1][O:2][C:3]1[CH:4]=[CH:5][C:6]([CH2:7][N:8]2[C:13]3[S:14][C:15]([CH2:17][N:25]4[CH2:30][CH2:29][O:28][CH2:27][CH2:26]4)=[CH:16][C:12]=3[C:11]3=[CH:19][CH:20]=[N:21][N:10]3[C:9]2=[O:22])=[CH:23][CH:24]=1.